From a dataset of Catalyst prediction with 721,799 reactions and 888 catalyst types from USPTO. Predict which catalyst facilitates the given reaction. (1) Reactant: [F:1][C:2]1[C:7]([N+:8]([O-])=O)=[CH:6][CH:5]=[C:4]([F:11])[C:3]=1[C:12]([C:14]1[C:22]2[C:17](=[N:18][CH:19]=[C:20]([I:23])[CH:21]=2)[NH:16][CH:15]=1)=[O:13].O.O.[Sn](Cl)Cl. Product: [NH2:8][C:7]1[C:2]([F:1])=[C:3]([C:12]([C:14]2[C:22]3[C:17](=[N:18][CH:19]=[C:20]([I:23])[CH:21]=3)[NH:16][CH:15]=2)=[O:13])[C:4]([F:11])=[CH:5][CH:6]=1. The catalyst class is: 476. (2) Reactant: C[O:2][C:3](=O)[CH2:4][C:5]1[CH:10]=[CH:9][C:8]([CH2:11][N:12]2[CH2:16][CH2:15][CH2:14][CH2:13]2)=[CH:7][CH:6]=1.[H-].[H-].[H-].[H-].[Li+].[Al+3]. Product: [N:12]1([CH2:11][C:8]2[CH:9]=[CH:10][C:5]([CH2:4][CH2:3][OH:2])=[CH:6][CH:7]=2)[CH2:16][CH2:15][CH2:14][CH2:13]1. The catalyst class is: 1.